Dataset: Forward reaction prediction with 1.9M reactions from USPTO patents (1976-2016). Task: Predict the product of the given reaction. (1) Given the reactants O1CCOCC1.Br[C:8]1[CH:13]=[C:12]([Cl:14])[CH:11]=[CH:10][C:9]=1[N:15]1[CH:19]=[C:18]([C:20]([O:22][C:23]([CH3:26])([CH3:25])[CH3:24])=[O:21])[N:17]=[N:16]1.[O:27]=[C:28]1[CH:36]=[C:35](B2OC(C)(C)C(C)(C)O2)[CH:34]=[C:33]2[N:29]1[C@H:30]([C:46]([O:48][CH2:49][CH3:50])=[O:47])[CH2:31][CH2:32]2.C(=O)([O-])[O-].[Na+].[Na+], predict the reaction product. The product is: [Cl:14][C:12]1[CH:11]=[CH:10][C:9]([N:15]2[CH:19]=[C:18]([C:20]([O:22][C:23]([CH3:26])([CH3:25])[CH3:24])=[O:21])[N:17]=[N:16]2)=[C:8]([C:35]2[CH:34]=[C:33]3[N:29]([C@H:30]([C:46]([O:48][CH2:49][CH3:50])=[O:47])[CH2:31][CH2:32]3)[C:28](=[O:27])[CH:36]=2)[CH:13]=1. (2) Given the reactants [N+:1]([C:4]1[CH:34]=[CH:33][C:7]([CH2:8][N:9]2[C:13](=[O:14])[C:12]3([CH2:19][CH2:18][N:17]([C:20]([O:22][C:23]([CH3:26])([CH3:25])[CH3:24])=[O:21])[CH2:16][CH2:15]3)[N:11]([C:27]3[CH:32]=[CH:31][CH:30]=[CH:29][CH:28]=3)[CH2:10]2)=[CH:6][CH:5]=1)([O-])=O, predict the reaction product. The product is: [NH2:1][C:4]1[CH:5]=[CH:6][C:7]([CH2:8][N:9]2[C:13](=[O:14])[C:12]3([CH2:19][CH2:18][N:17]([C:20]([O:22][C:23]([CH3:26])([CH3:25])[CH3:24])=[O:21])[CH2:16][CH2:15]3)[N:11]([C:27]3[CH:28]=[CH:29][CH:30]=[CH:31][CH:32]=3)[CH2:10]2)=[CH:33][CH:34]=1. (3) Given the reactants Cl[C:2]1[N:6]([CH3:7])[N:5]=[C:4]([CH:8]([F:10])[F:9])[C:3]=1[S:11]([C:14]([CH:17]1[CH2:22][CH2:21][N:20]([C:23]([O:25][C:26]([CH3:29])([CH3:28])[CH3:27])=[O:24])[CH2:19][CH2:18]1)([F:16])[CH3:15])(=[O:13])=[O:12].[Li]CCCC, predict the reaction product. The product is: [F:10][CH:8]([F:9])[C:4]1[C:3]([S:11]([C:14]([CH:17]2[CH2:22][CH2:21][N:20]([C:23]([O:25][C:26]([CH3:28])([CH3:27])[CH3:29])=[O:24])[CH2:19][CH2:18]2)([F:16])[CH3:15])(=[O:12])=[O:13])=[CH:2][N:6]([CH3:7])[N:5]=1. (4) Given the reactants [N:1]1[CH:6]=[CH:5][CH:4]=[C:3]([N:7]2[CH:11]=[C:10]([C:12]3[N:17]=[C:16]([C:18](=S)[NH2:19])[CH:15]=[CH:14][CH:13]=3)[CH:9]=[N:8]2)[CH:2]=1.[NH2:21][OH:22], predict the reaction product. The product is: [OH:22][NH:21][C:18]([C:16]1[CH:15]=[CH:14][CH:13]=[C:12]([C:10]2[CH:9]=[N:8][N:7]([C:3]3[CH:2]=[N:1][CH:6]=[CH:5][CH:4]=3)[CH:11]=2)[N:17]=1)=[NH:19]. (5) Given the reactants Br[C:2]1[CH:11]=[C:10]2[C:5]([C:6]([C:24]3[CH:29]=[CH:28][C:27]([CH3:30])=[C:26]([CH3:31])[CH:25]=3)=[C:7]([CH:14]([O:19][C:20]([CH3:23])([CH3:22])[CH3:21])[C:15]([O:17]C)=[O:16])[N:8]([CH3:13])[C:9]2=[O:12])=[CH:4][CH:3]=1.[CH3:32][N:33]1[CH:37]=[C:36](B2OC(C)(C)C(C)(C)O2)[CH:35]=[N:34]1.FC(F)(F)C([O-])=O, predict the reaction product. The product is: [CH3:22][C:20]([O:19][CH:14]([C:7]1[N:8]([CH3:13])[C:9](=[O:12])[C:10]2[C:5]([C:6]=1[C:24]1[CH:29]=[CH:28][C:27]([CH3:30])=[C:26]([CH3:31])[CH:25]=1)=[CH:4][CH:3]=[C:2]([C:36]1[CH:35]=[N:34][N:33]([CH3:32])[CH:37]=1)[CH:11]=2)[C:15]([OH:17])=[O:16])([CH3:21])[CH3:23]. (6) Given the reactants [CH2:1]([O:8][C@H:9]1[C@H:15]([O:16][P:17]([O:27][CH2:28][C:29]2[CH:34]=[CH:33][CH:32]=[CH:31][CH:30]=2)([O:19][CH2:20][C:21]2[CH:26]=[CH:25][CH:24]=[CH:23][CH:22]=2)=[O:18])[C@@H:14]([CH2:35][O:36][CH2:37][C:38]2[CH:43]=[CH:42][CH:41]=[CH:40][CH:39]=2)[O:13][CH:11]([OH:12])[C@@H:10]1[NH:44][C:45]([O:47][CH2:48][C:49]([Cl:52])([Cl:51])[Cl:50])=[O:46])[C:2]1[CH:7]=[CH:6][CH:5]=[CH:4][CH:3]=1.[Cl:53][C:54]([Cl:58])([Cl:57])[C:55]#[N:56].C(=O)([O-])[O-].[Cs+].[Cs+], predict the reaction product. The product is: [Cl:53][C:54]([Cl:58])([Cl:57])[C:55](=[NH:56])[O:12][CH:11]1[O:13][C@H:14]([CH2:35][O:36][CH2:37][C:38]2[CH:39]=[CH:40][CH:41]=[CH:42][CH:43]=2)[C@@H:15]([O:16][P:17]([O:19][CH2:20][C:21]2[CH:22]=[CH:23][CH:24]=[CH:25][CH:26]=2)([O:27][CH2:28][C:29]2[CH:34]=[CH:33][CH:32]=[CH:31][CH:30]=2)=[O:18])[C@H:9]([O:8][CH2:1][C:2]2[CH:7]=[CH:6][CH:5]=[CH:4][CH:3]=2)[C@H:10]1[NH:44][C:45]([O:47][CH2:48][C:49]([Cl:50])([Cl:52])[Cl:51])=[O:46]. (7) The product is: [OH:9][C:4]1[CH:5]=[CH:6][C:7]([CH3:8])=[C:2]([NH:1][C:16]([C:15]2[N:11]([CH3:10])[N:12]=[C:13]([CH3:19])[CH:14]=2)=[O:17])[CH:3]=1. Given the reactants [NH2:1][C:2]1[CH:3]=[C:4]([OH:9])[CH:5]=[CH:6][C:7]=1[CH3:8].[CH3:10][N:11]1[C:15]([C:16](Cl)=[O:17])=[CH:14][C:13]([CH3:19])=[N:12]1.C(OCC)(=O)C.O1CCCC1.C(=O)([O-])O.[Na+], predict the reaction product.